Dataset: Peptide-MHC class II binding affinity with 134,281 pairs from IEDB. Task: Regression. Given a peptide amino acid sequence and an MHC pseudo amino acid sequence, predict their binding affinity value. This is MHC class II binding data. (1) The peptide sequence is YDQFLANVSTVLTGK. The MHC is DRB1_1302 with pseudo-sequence DRB1_1302. The binding affinity (normalized) is 0.801. (2) The peptide sequence is RVIRGKKGAGGITIK. The MHC is HLA-DQA10301-DQB10302 with pseudo-sequence HLA-DQA10301-DQB10302. The binding affinity (normalized) is 0.0197. (3) The peptide sequence is VSLIAALKGMINLWK. The MHC is H-2-IAb with pseudo-sequence H-2-IAb. The binding affinity (normalized) is 0.360. (4) The peptide sequence is RRHGVRIRVRSGGHD. The MHC is DRB3_0202 with pseudo-sequence DRB3_0202. The binding affinity (normalized) is 0.342. (5) The peptide sequence is GELQIVDKTDAAFKI. The MHC is DRB5_0101 with pseudo-sequence DRB5_0101. The binding affinity (normalized) is 0.638. (6) The peptide sequence is RQLIKTDISMSMPKF. The MHC is HLA-DQA10301-DQB10302 with pseudo-sequence HLA-DQA10301-DQB10302. The binding affinity (normalized) is 0. (7) The peptide sequence is SINYRTEIDKPCQHH. The MHC is DRB3_0101 with pseudo-sequence DRB3_0101. The binding affinity (normalized) is 0.120. (8) The peptide sequence is CEHLEDGIYGIFQST. The MHC is DRB1_1301 with pseudo-sequence DRB1_1301. The binding affinity (normalized) is 0. (9) The peptide sequence is LLEFAVVLELAILSI. The MHC is DRB1_0901 with pseudo-sequence DRB1_0901. The binding affinity (normalized) is 0.329.